Dataset: Catalyst prediction with 721,799 reactions and 888 catalyst types from USPTO. Task: Predict which catalyst facilitates the given reaction. (1) Reactant: Cl[CH2:2][C:3]1[CH:8]=[CH:7][C:6]([N:9]2[C:13]([CH3:15])([CH3:14])[C:12](=[O:16])[N:11]([C:17]3[CH:24]=[CH:23][C:20]([C:21]#[N:22])=[C:19]([C:25]([F:28])([F:27])[F:26])[CH:18]=3)[C:10]2=[S:29])=[CH:5][C:4]=1[F:30].[NH:31]1[CH2:36][CH2:35][CH2:34][CH2:33][CH2:32]1. Product: [F:30][C:4]1[CH:5]=[C:6]([N:9]2[C:13]([CH3:15])([CH3:14])[C:12](=[O:16])[N:11]([C:17]3[CH:24]=[CH:23][C:20]([C:21]#[N:22])=[C:19]([C:25]([F:27])([F:26])[F:28])[CH:18]=3)[C:10]2=[S:29])[CH:7]=[CH:8][C:3]=1[CH2:2][N:31]1[CH2:36][CH2:35][CH2:34][CH2:33][CH2:32]1. The catalyst class is: 11. (2) The catalyst class is: 34. Reactant: [Cl:1][C:2]1[CH:3]=[C:4]([C:8]#[C:9][C:10]2[NH:11][O:12][CH:13]3[NH:17][CH2:16][CH2:15][C:14]=23)[CH:5]=[CH:6][CH:7]=1.C(N(CC)CC)C.Cl[C:26]([O:28][CH:29]([CH3:31])[CH3:30])=[O:27].C1(C)C=CC=CC=1. Product: [CH:29]([O:28][C:26]([N:17]1[CH:13]2[CH:14]([C:10]([C:9]#[C:8][C:4]3[CH:5]=[CH:6][CH:7]=[C:2]([Cl:1])[CH:3]=3)=[N:11][O:12]2)[CH2:15][CH2:16]1)=[O:27])([CH3:31])[CH3:30]. (3) Reactant: [NH2:1][C:2]1[CH:7]=[CH:6][C:5]([S:8]([N:11]([CH2:17][C:18]2[CH:23]=[CH:22][C:21]([O:24][CH3:25])=[CH:20][CH:19]=2)[C:12]2[S:13][CH:14]=[CH:15][N:16]=2)(=[O:10])=[O:9])=[CH:4][C:3]=1[OH:26].C(=O)([O-])[O-].[Cs+].[Cs+].Br[C:34]1[CH:41]=[CH:40][C:37]([C:38]#[N:39])=[CH:36][C:35]=1[O:42][CH3:43]. Product: [C:38]([C:37]1[CH:40]=[CH:41][C:34]([NH:1][C:2]2[CH:7]=[CH:6][C:5]([S:8]([N:11]([CH2:17][C:18]3[CH:23]=[CH:22][C:21]([O:24][CH3:25])=[CH:20][CH:19]=3)[C:12]3[S:13][CH:14]=[CH:15][N:16]=3)(=[O:9])=[O:10])=[CH:4][C:3]=2[OH:26])=[C:35]([O:42][CH3:43])[CH:36]=1)#[N:39]. The catalyst class is: 205. (4) Reactant: [CH:1]1([CH2:6][OH:7])[CH2:5][CH2:4][CH2:3][CH2:2]1.[CH3:8][C:9]1[CH:14]=[CH:13][C:12]([S:15](Cl)(=[O:17])=[O:16])=[CH:11][CH:10]=1.C(N(CC)CC)C. Product: [CH3:8][C:9]1[CH:14]=[CH:13][C:12]([S:15]([O:7][CH2:6][CH:1]2[CH2:5][CH2:4][CH2:3][CH2:2]2)(=[O:17])=[O:16])=[CH:11][CH:10]=1. The catalyst class is: 2.